From a dataset of NCI-60 drug combinations with 297,098 pairs across 59 cell lines. Regression. Given two drug SMILES strings and cell line genomic features, predict the synergy score measuring deviation from expected non-interaction effect. Drug 1: CC12CCC3C(C1CCC2O)C(CC4=C3C=CC(=C4)O)CCCCCCCCCS(=O)CCCC(C(F)(F)F)(F)F. Drug 2: CC(C)NC(=O)C1=CC=C(C=C1)CNNC.Cl. Cell line: NCI-H322M. Synergy scores: CSS=1.80, Synergy_ZIP=-0.594, Synergy_Bliss=-0.435, Synergy_Loewe=-0.682, Synergy_HSA=-0.472.